This data is from Forward reaction prediction with 1.9M reactions from USPTO patents (1976-2016). The task is: Predict the product of the given reaction. (1) The product is: [CH3:16][N:2]([CH3:1])/[CH:3]=[C:4](\[F:18])/[C:5]([C:7]1[N:11]([CH:12]([CH3:13])[CH3:14])[C:10]([CH3:15])=[N:9][CH:8]=1)=[O:6]. Given the reactants [CH3:1][N:2]([CH3:16])/[CH:3]=[CH:4]/[C:5]([C:7]1[N:11]([CH:12]([CH3:14])[CH3:13])[C:10]([CH3:15])=[N:9][CH:8]=1)=[O:6].[B-](F)(F)(F)[F:18].[B-](F)(F)(F)F.C1[N+]2(CCl)CC[N+](F)(CC2)C1, predict the reaction product. (2) Given the reactants [NH:1]1[CH2:6][CH2:5][NH:4][CH2:3][CH2:2]1.[NH:7]1[CH2:12][CH2:11][CH2:10][CH2:9][CH2:8]1, predict the reaction product. The product is: [C:8]([CH2:9][N:1]1[CH2:6][CH2:5][NH:4][CH2:3][CH2:2]1)#[N:7].[NH:7]1[CH2:12][CH2:11][CH2:10][CH2:9][CH2:8]1. (3) Given the reactants [CH2:1]([NH:9][C:10]([N:12]1[CH:16]=[CH:15]N=[CH:13]1)=[O:11])[CH2:2][CH2:3][CH2:4][CH2:5][CH2:6][CH2:7][CH3:8].CNC[C@@H:20]([C@H:22]([C@@H:24]([C@@H:26](CO)[OH:27])[OH:25])[OH:23])[OH:21].C[OH:31], predict the reaction product. The product is: [CH2:1]([NH:9][C:10]([N:12]([CH3:13])[CH2:16][C@@H:15]([C@H:20]([C@@H:22]([C@@H:24]([CH2:26][OH:27])[OH:25])[OH:23])[OH:21])[OH:31])=[O:11])[CH2:2][CH2:3][CH2:4][CH2:5][CH2:6][CH2:7][CH3:8]. (4) Given the reactants C([O:8][C:9]1[CH:14]=[CH:13][C:12]([N+:15]([O-])=O)=[C:11]([CH3:18])[C:10]=1[F:19])C1C=CC=CC=1.[CH3:20]OC(OC)N(C)C, predict the reaction product. The product is: [F:19][C:10]1[C:9]([OH:8])=[CH:14][CH:13]=[C:12]2[C:11]=1[CH:18]=[CH:20][NH:15]2. (5) Given the reactants [CH2:1]([N:5]1[CH2:10][CH2:9][N:8]([C:11]([C:13]2[CH:20]=[CH:19][C:16]([CH:17]=O)=[CH:15][CH:14]=2)=[O:12])[CH2:7][CH2:6]1)[CH2:2][CH2:3][CH3:4].Cl.[CH3:22][NH:23][CH3:24], predict the reaction product. The product is: [CH2:1]([N:5]1[CH2:10][CH2:9][N:8]([C:11]([C:13]2[CH:20]=[CH:19][C:16]([CH2:17][N:23]([CH3:24])[CH3:22])=[CH:15][CH:14]=2)=[O:12])[CH2:7][CH2:6]1)[CH2:2][CH2:3][CH3:4].